Dataset: Full USPTO retrosynthesis dataset with 1.9M reactions from patents (1976-2016). Task: Predict the reactants needed to synthesize the given product. (1) The reactants are: [CH3:1][C:2]1[CH2:6][CH:5]=[C:4]([C:7]([CH3:10])([CH3:9])[CH3:8])[CH:3]=1.C(=O)=O.CO.CCCCCC.C([Li])CCC.CN1CCN(C)C1=O.[CH3:35][C:36]1[CH:50]=[CH:49][C:39]([C:40]([C:42]2[CH:47]=[CH:46][C:45]([CH3:48])=[CH:44][CH:43]=2)=O)=[CH:38][CH:37]=1.Cl. Given the product [C:7]([C:4]1[CH:3]=[C:2]([CH3:1])[C:6](=[C:40]([C:42]2[CH:47]=[CH:46][C:45]([CH3:48])=[CH:44][CH:43]=2)[C:39]2[CH:49]=[CH:50][C:36]([CH3:35])=[CH:37][CH:38]=2)[CH:5]=1)([CH3:10])([CH3:9])[CH3:8], predict the reactants needed to synthesize it. (2) Given the product [C:13]1([CH:19]2[CH2:23][CH2:22][C@@H:21]([NH2:24])[CH2:20]2)[CH:18]=[CH:17][CH:16]=[CH:15][CH:14]=1, predict the reactants needed to synthesize it. The reactants are: C1([C@@H]2CCC(=O)C2)C=CC=CC=1.[C:13]1([CH:19]2[CH2:23][CH2:22][C@H:21]([NH2:24])[CH2:20]2)[CH:18]=[CH:17][CH:16]=[CH:15][CH:14]=1. (3) Given the product [CH:27]([N:5]1[C:6]2[C:11](=[CH:10][C:9]([Cl:26])=[CH:8][CH:7]=2)[C:12]([CH2:13][CH2:14][O:15][C:16]2[CH:17]=[CH:18][C:19]([C:20]([OH:22])=[O:21])=[CH:24][CH:25]=2)=[C:4]1[CH2:3][CH2:2][NH:1][S:42]([C:41]([F:47])([F:46])[F:40])(=[O:44])=[O:43])([C:28]1[CH:33]=[CH:32][CH:31]=[CH:30][CH:29]=1)[C:34]1[CH:39]=[CH:38][CH:37]=[CH:36][CH:35]=1, predict the reactants needed to synthesize it. The reactants are: [NH2:1][CH2:2][CH2:3][C:4]1[N:5]([CH:27]([C:34]2[CH:39]=[CH:38][CH:37]=[CH:36][CH:35]=2)[C:28]2[CH:33]=[CH:32][CH:31]=[CH:30][CH:29]=2)[C:6]2[C:11]([C:12]=1[CH2:13][CH2:14][O:15][C:16]1[CH:25]=[CH:24][C:19]([C:20]([O:22]C)=[O:21])=[CH:18][CH:17]=1)=[CH:10][C:9]([Cl:26])=[CH:8][CH:7]=2.[F:40][C:41]([F:47])([F:46])[S:42](Cl)(=[O:44])=[O:43].